This data is from Peptide-MHC class II binding affinity with 134,281 pairs from IEDB. The task is: Regression. Given a peptide amino acid sequence and an MHC pseudo amino acid sequence, predict their binding affinity value. This is MHC class II binding data. The peptide sequence is EGGVWTFDSEEPLQGPFNFR. The MHC is HLA-DQA10401-DQB10402 with pseudo-sequence HLA-DQA10401-DQB10402. The binding affinity (normalized) is 0.333.